Dataset: Catalyst prediction with 721,799 reactions and 888 catalyst types from USPTO. Task: Predict which catalyst facilitates the given reaction. (1) Reactant: [CH3:1][O:2][C:3]1[CH:8]=[CH:7][C:6]([S:9]([N:12]2[CH2:18][C:17]3[N:19]=[CH:20][C:21]([C:23]([O:25]C)=O)=[CH:22][C:16]=3[O:15][CH2:14][CH2:13]2)(=[O:11])=[O:10])=[CH:5][CH:4]=1.[OH-:27].[Na+].[NH2:29]O.Cl. Product: [OH:27][NH:29][C:23]([C:21]1[CH:20]=[N:19][C:17]2[CH2:18][N:12]([S:9]([C:6]3[CH:7]=[CH:8][C:3]([O:2][CH3:1])=[CH:4][CH:5]=3)(=[O:10])=[O:11])[CH2:13][CH2:14][O:15][C:16]=2[CH:22]=1)=[O:25]. The catalyst class is: 36. (2) Reactant: C(OC([NH:8][CH2:9][C:10]([N:12]1[CH2:21][CH2:20][C:19]2[C:14](=[CH:15][CH:16]=[CH:17][C:18]=2[I:22])[CH:13]1[CH2:23][C:24]([O:26]CC)=O)=[O:11])=O)(C)(C)C.IC1C=CC=C2C=1CCNC2CC(OCC)=O.N(C(OC(C)(C)C)=O)CC(O)=O.CCN(CC)CC.C(P1(=O)OP(CCC)(=O)OP(CCC)(=O)O1)CC.CN(C=O)C.C([O-])(O)=O.[Na+]. Product: [I:22][C:18]1[CH:17]=[CH:16][CH:15]=[C:14]2[C:19]=1[CH2:20][CH2:21][N:12]1[C:10](=[O:11])[CH2:9][NH:8][C:24](=[O:26])[CH:23]=[C:13]12. The catalyst class is: 161. (3) Reactant: [N:1]1([C:7]2[O:12][C:11]([C:13]3[CH:26]=[CH:25][CH:24]=[C:23]4[C:14]=3[S:15][C:16]3[CH:17]=[CH:18][C:19]([CH:27]=[O:28])=[CH:20][C:21]=3[CH2:22]4)=[CH:10][C:9](=[O:29])[CH:8]=2)[CH2:6][CH2:5][O:4][CH2:3][CH2:2]1.C([BH3-])#N.[Na+].C(O)(=O)C. Product: [OH:28][CH2:27][C:19]1[CH:20]=[C:21]2[C:16]([S:15][C:14]3[C:13]([C:11]4[O:12][C:7]([N:1]5[CH2:6][CH2:5][O:4][CH2:3][CH2:2]5)=[CH:8][C:9](=[O:29])[CH:10]=4)=[CH:26][CH:25]=[CH:24][C:23]=3[CH2:22]2)=[CH:17][CH:18]=1. The catalyst class is: 8. (4) Reactant: B1C2CCCC1CCC2.[CH2:10]([C:13]1[N:14]=[N+:15]([O-:23])[C:16]2[CH:22]=[CH:21][CH:20]=[CH:19][C:17]=2[N:18]=1)[CH:11]=[CH2:12].[OH-:24].[Na+].OO. Product: [OH:24][CH2:12][CH2:11][CH2:10][C:13]1[N:14]=[N+:15]([O-:23])[C:16]2[CH:22]=[CH:21][CH:20]=[CH:19][C:17]=2[N:18]=1. The catalyst class is: 220. (5) Reactant: [F:1][C:2]1([F:33])[CH2:7][CH2:6][N:5]([C:8]([C:10]2[N:28](S(C)(=O)=O)[C:13]3=[N:14][CH:15]=[C:16]([O:18][CH2:19][CH2:20][CH2:21][N:22]4[CH2:26][CH2:25][CH2:24][C@H:23]4[CH3:27])[CH:17]=[C:12]3[CH:11]=2)=[O:9])[CH2:4][CH2:3]1.[Cl:34][C:35]1[CH:40]=[CH:39][C:38](B(O)O)=[CH:37][CH:36]=1.N1C=CC=CC=1. Product: [Cl:34][C:35]1[CH:40]=[CH:39][C:38]([N:28]2[C:13]3=[N:14][CH:15]=[C:16]([O:18][CH2:19][CH2:20][CH2:21][N:22]4[CH2:26][CH2:25][CH2:24][C@H:23]4[CH3:27])[CH:17]=[C:12]3[CH:11]=[C:10]2[C:8]([N:5]2[CH2:6][CH2:7][C:2]([F:33])([F:1])[CH2:3][CH2:4]2)=[O:9])=[CH:37][CH:36]=1. The catalyst class is: 221.